The task is: Regression/Classification. Given a drug SMILES string, predict its toxicity properties. Task type varies by dataset: regression for continuous values (e.g., LD50, hERG inhibition percentage) or binary classification for toxic/non-toxic outcomes (e.g., AMES mutagenicity, cardiotoxicity, hepatotoxicity). Dataset: herg_karim.. This data is from hERG potassium channel inhibition data for cardiac toxicity prediction from Karim et al.. (1) The drug is O=C1CN([C@H]2CC[C@](c3ccccc3)(N3CCC(c4cc(C(F)(F)F)cc(C(F)(F)F)c4)C3=O)CC2)CCN1c1ccccc1. The result is 1 (blocker). (2) The compound is Cc1cc(Cl)nc(C)c1C(=O)NCC[C@@H](C)N1CCC(N(Cc2ccsc2)C(=O)NCCC(=O)O)CC1. The result is 0 (non-blocker). (3) The molecule is O=C1COc2ccc(CNC3CCN(CCN4C(=O)COc5ccc(-c6ccco6)cc54)CC3)nc2N1. The result is 1 (blocker). (4) The drug is O=C(O)[C@H](Cc1ccc(Cl)cc1)N1CCC(CN2CCC(Oc3ccc(Cl)c(Cl)c3)CC2)CC1. The result is 1 (blocker). (5) The molecule is CC(C)(C)NC(=O)C1c2ccc(C#N)cc2C(=O)N1Cc1ccccc1-c1ccccc1. The result is 0 (non-blocker). (6) The compound is Cc1nnc(C(C)C)n1C1CCN(C(C)C[C@H](NC(=O)C2CCC(F)(F)CC2)c2ccccc2)CC1. The result is 1 (blocker). (7) The compound is Cc1ncoc1-c1nnc(SCCCN2C3CCC2CC(c2cccc(C(F)(F)F)c2)C3)n1C. The result is 1 (blocker). (8) The molecule is Fc1ccc(CN(C2CCOCC2)[C@H]2CCNC2)c(F)c1F. The result is 1 (blocker).